This data is from Catalyst prediction with 721,799 reactions and 888 catalyst types from USPTO. The task is: Predict which catalyst facilitates the given reaction. (1) Reactant: [F:1][C:2]1[CH:7]=[CH:6][C:5]([C@@H:8]([NH:11][C:12]([C:14]2[CH:19]=[CH:18][C:17]([C@@H:20]3[O:25][CH2:24][CH2:23][N:22](C(OC(C)(C)C)=O)[CH2:21]3)=[CH:16][CH:15]=2)=[O:13])[CH2:9][OH:10])=[CH:4][CH:3]=1.FC(F)(F)C(O)=O. Product: [F:1][C:2]1[CH:7]=[CH:6][C:5]([C@@H:8]([NH:11][C:12](=[O:13])[C:14]2[CH:19]=[CH:18][C:17]([C@@H:20]3[O:25][CH2:24][CH2:23][NH:22][CH2:21]3)=[CH:16][CH:15]=2)[CH2:9][OH:10])=[CH:4][CH:3]=1. The catalyst class is: 4. (2) Reactant: [O:1]1[C:6]2[CH:7]=[C:8]([NH:11][C:12]([C:14]3[C:15]([C:20]4[CH:25]=[CH:24][C:23]([C:26]([F:29])([F:28])[F:27])=[CH:22][CH:21]=4)=[CH:16][CH:17]=[CH:18][CH:19]=3)=[O:13])[CH:9]=[CH:10][C:5]=2[NH:4][CH2:3][CH2:2]1.C([NH:32][C:33]1[S:34][CH:35]=[C:36]([CH2:38][C:39](O)=[O:40])[N:37]=1)=O.O.ON1C2C=CC=CC=2N=N1.Cl.CN(C)CCCN=C=NCC. Product: [NH2:32][C:33]1[S:34][CH:35]=[C:36]([CH2:38][C:39]([N:4]2[C:5]3[CH:10]=[CH:9][C:8]([NH:11][C:12]([C:14]4[C:15]([C:20]5[CH:25]=[CH:24][C:23]([C:26]([F:27])([F:29])[F:28])=[CH:22][CH:21]=5)=[CH:16][CH:17]=[CH:18][CH:19]=4)=[O:13])=[CH:7][C:6]=3[O:1][CH2:2][CH2:3]2)=[O:40])[N:37]=1. The catalyst class is: 255. (3) Reactant: [CH3:1][C:2]1[CH:7]=[CH:6][C:5]([Br:8])=[CH:4][N:3]=1.C1C=C(Cl)C=[C:11]([C:16]([O:18]O)=[O:17])C=1. Product: [C:16]([O:18][CH2:1][C:2]1[CH:7]=[CH:6][C:5]([Br:8])=[CH:4][N:3]=1)(=[O:17])[CH3:11]. The catalyst class is: 4. (4) Reactant: [CH3:1][O:2][C:3]1[N:8]=[CH:7][C:6]([NH:9][C:10]2[N:11]=[C:12]3[CH:17]=[CH:16][CH:15]=[CH:14][N:13]3[CH:18]=2)=[CH:5][CH:4]=1.Cl[C:20]1[N:25]=[C:24]([CH3:26])[N:23]=[C:22]([N:27]([CH2:37][C:38]2[CH:43]=[CH:42][C:41]([O:44][CH3:45])=[CH:40][CH:39]=2)[CH2:28][C:29]2[CH:34]=[CH:33][C:32]([O:35][CH3:36])=[CH:31][CH:30]=2)[N:21]=1.C(=O)([O-])[O-].[K+].[K+].C1(P(C2C=CC=CC=2)C2C=CC=CC=2)C=CC=CC=1. Product: [CH3:45][O:44][C:41]1[CH:40]=[CH:39][C:38]([CH2:37][N:27]([CH2:28][C:29]2[CH:30]=[CH:31][C:32]([O:35][CH3:36])=[CH:33][CH:34]=2)[C:22]2[N:23]=[C:24]([CH3:26])[N:25]=[C:20]([C:18]3[N:13]4[CH:14]=[CH:15][CH:16]=[CH:17][C:12]4=[N:11][C:10]=3[NH:9][C:6]3[CH:7]=[N:8][C:3]([O:2][CH3:1])=[CH:4][CH:5]=3)[N:21]=2)=[CH:43][CH:42]=1. The catalyst class is: 584.